From a dataset of Forward reaction prediction with 1.9M reactions from USPTO patents (1976-2016). Predict the product of the given reaction. (1) Given the reactants [CH2:1]([O:8][C:9]1[C:14]([C:15]([CH3:18])([CH3:17])[CH3:16])=[CH:13][CH:12]=[CH:11][C:10]=1[CH:19]([C:21]1[C:22]([O:33][CH3:34])=[C:23]([C:27]2[CH:32]=[CH:31][CH:30]=[CH:29][CH:28]=2)[CH:24]=[CH:25][CH:26]=1)[OH:20])[C:2]1[CH:7]=[CH:6][CH:5]=[CH:4][CH:3]=1, predict the reaction product. The product is: [CH2:1]([O:8][C:9]1[C:14]([C:15]([CH3:18])([CH3:17])[CH3:16])=[CH:13][CH:12]=[CH:11][C:10]=1[C:19]([C:21]1[C:22]([O:33][CH3:34])=[C:23]([C:27]2[CH:32]=[CH:31][CH:30]=[CH:29][CH:28]=2)[CH:24]=[CH:25][CH:26]=1)=[O:20])[C:2]1[CH:3]=[CH:4][CH:5]=[CH:6][CH:7]=1. (2) The product is: [CH3:13][O:12][C:11]1[CH:10]=[CH:9][C:8]2[NH:7][C:6](=[O:14])[C:5]3[S:15][CH:16]=[CH:17][C:4]=3[C:3]=2[C:2]=1[C:26]1[CH:35]=[C:34]2[C:29]([CH2:30][CH2:31][N:32]([C:36]([O:38][C:39]([CH3:42])([CH3:41])[CH3:40])=[O:37])[CH2:33]2)=[CH:28][CH:27]=1. Given the reactants Br[C:2]1[C:3]2[C:4]3[CH:17]=[CH:16][S:15][C:5]=3[C:6](=[O:14])[NH:7][C:8]=2[CH:9]=[CH:10][C:11]=1[O:12][CH3:13].CC1(C)C(C)(C)OB([C:26]2[CH:35]=[C:34]3[C:29]([CH2:30][CH2:31][N:32]([C:36]([O:38][C:39]([CH3:42])([CH3:41])[CH3:40])=[O:37])[CH2:33]3)=[CH:28][CH:27]=2)O1, predict the reaction product. (3) Given the reactants C(OC([N:8]1[CH2:13][CH2:12][N:11]([C:14]2[CH:15]=[N:16][C:17]([NH:20][C:21]3[N:22]=[CH:23][C:24]4[CH:30]=[C:29]([F:31])[C:28](=[O:32])[N:27]([CH:33]5[CH2:37][CH2:36][CH2:35][CH2:34]5)[C:25]=4[N:26]=3)=[CH:18][CH:19]=2)[CH2:10][CH2:9]1)=O)(C)(C)C.C(Cl)(Cl)[Cl:39].CO, predict the reaction product. The product is: [ClH:39].[CH:33]1([N:27]2[C:25]3[N:26]=[C:21]([NH:20][C:17]4[CH:18]=[CH:19][C:14]([N:11]5[CH2:10][CH2:9][NH:8][CH2:13][CH2:12]5)=[CH:15][N:16]=4)[N:22]=[CH:23][C:24]=3[CH:30]=[C:29]([F:31])[C:28]2=[O:32])[CH2:37][CH2:36][CH2:35][CH2:34]1. (4) Given the reactants [F:1][C:2]([F:7])([F:6])[C:3]([OH:5])=[O:4].C(OC([N:15]1[CH2:19][CH2:18][CH:17]([C:20]2[CH:25]=[CH:24][C:23]([O:26][CH2:27][C:28]3[CH:33]=[CH:32][CH:31]=[CH:30][CH:29]=3)=[CH:22][C:21]=2[O:34][CH2:35][C:36]2[CH:41]=[CH:40][CH:39]=[CH:38][CH:37]=2)[CH2:16]1)=O)(C)(C)C, predict the reaction product. The product is: [F:1][C:2]([F:7])([F:6])[C:3]([O-:5])=[O:4].[CH2:35]([O:34][C:21]1[CH:22]=[C:23]([O:26][CH2:27][C:28]2[CH:29]=[CH:30][CH:31]=[CH:32][CH:33]=2)[CH:24]=[CH:25][C:20]=1[CH:17]1[CH2:18][CH2:19][NH2+:15][CH2:16]1)[C:36]1[CH:37]=[CH:38][CH:39]=[CH:40][CH:41]=1.